Dataset: Reaction yield outcomes from USPTO patents with 853,638 reactions. Task: Predict the reaction yield, written as a fraction of the theoretical maximum amount of product (1.0 means a 100% yield; for example, 0.34 means a 34% yield). (1) The yield is 0.520. The product is [NH:21]1[CH:20]=[CH:19][N:18]=[C:17]1[CH2:16][CH2:15][CH2:14][C:11]1[CH:12]=[CH:13][C:8]([N:7]2[C:30](=[S:31])[N:29]([C:32]3[CH:39]=[CH:38][C:35]([C:36]#[N:37])=[C:34]([C:40]([F:41])([F:43])[F:42])[CH:33]=3)[C:1](=[O:46])[C:3]32[CH2:6][CH2:5][CH2:4]3)=[CH:9][CH:10]=1. The reactants are [C:1]([C:3]1([NH:7][C:8]2[CH:13]=[CH:12][C:11]([CH2:14][CH2:15][CH2:16][C:17]3[N:18](C(OC(C)(C)C)=O)[CH:19]=[CH:20][N:21]=3)=[CH:10][CH:9]=2)[CH2:6][CH2:5][CH2:4]1)#N.[N:29]([C:32]1[CH:39]=[CH:38][C:35]([C:36]#[N:37])=[C:34]([C:40]([F:43])([F:42])[F:41])[CH:33]=1)=[C:30]=[S:31].Cl.C([O-])(O)=[O:46].[Na+]. The catalyst is CN(C=O)C.O.CO. (2) The reactants are [Cl:1][C:2]1[CH:3]=[C:4]([NH:9][C:10]2[C:19]3[C:14](=[CH:15][C:16]([O:27][CH3:28])=[CH:17][C:18]=3[O:20][CH2:21][C@@H:22]3[CH2:26][CH2:25][CH2:24][NH:23]3)[N:13]=[CH:12][N:11]=2)[CH:5]=[CH:6][C:7]=1[F:8].[CH3:29][N:30]([CH3:35])[CH2:31][C:32](O)=[O:33]. No catalyst specified. The product is [Cl:1][C:2]1[CH:3]=[C:4]([NH:9][C:10]2[C:19]3[C:14](=[CH:15][C:16]([O:27][CH3:28])=[CH:17][C:18]=3[O:20][CH2:21][C@@H:22]3[CH2:26][CH2:25][CH2:24][N:23]3[C:32](=[O:33])[CH2:31][N:30]([CH3:35])[CH3:29])[N:13]=[CH:12][N:11]=2)[CH:5]=[CH:6][C:7]=1[F:8]. The yield is 0.730. (3) The reactants are [N+:1]([C:4]1[CH:9]=[CH:8][C:7]([C:10]2[S:11][C:12]3[CH:18]=[CH:17][CH:16]=[CH:15][C:13]=3[N:14]=2)=[CH:6][CH:5]=1)([O-])=O.O.O.[Sn](Cl)Cl. The catalyst is C(O)C. The product is [NH2:1][C:4]1[CH:5]=[CH:6][C:7]([C:10]2[S:11][C:12]3[CH:18]=[CH:17][CH:16]=[CH:15][C:13]=3[N:14]=2)=[CH:8][CH:9]=1. The yield is 0.970. (4) The reactants are [H-].[Na+].C([O:10][C:11]1[CH:16]=[CH:15][C:14]([C:17](=[O:24])[CH2:18][C:19](OCC)=O)=[CH:13][C:12]=1[CH3:25])C1C=CC=CC=1.ClC[C:28]1[S:29][C:30]2[CH:37]=[CH:36][CH:35]=[CH:34][C:31]=2[C:32]=1[CH3:33]. The catalyst is C1COCC1. The product is [OH:10][C:11]1[CH:16]=[CH:15][C:14]([C:17](=[O:24])[CH2:18][CH2:19][C:28]2[S:29][C:30]3[CH:37]=[CH:36][CH:35]=[CH:34][C:31]=3[C:32]=2[CH3:33])=[CH:13][C:12]=1[CH3:25]. The yield is 0.950. (5) The reactants are C1(P(C2C=CC=CC=2)C2C=CC=CC=2)C=CC=CC=1.CC(OC(/N=N/C(OC(C)C)=O)=O)C.[N:34]1[CH:39]=[CH:38][CH:37]=[N:36][C:35]=1[CH2:40][OH:41].O[C:43]1[CH:53]=[N:52][CH:51]=[CH:50][C:44]=1[C:45]([O:47][CH2:48][CH3:49])=[O:46]. The catalyst is C1COCC1. The product is [N:34]1[CH:39]=[CH:38][CH:37]=[N:36][C:35]=1[CH2:40][O:41][C:43]1[CH:53]=[N:52][CH:51]=[CH:50][C:44]=1[C:45]([O:47][CH2:48][CH3:49])=[O:46]. The yield is 0.610. (6) The product is [Br:15][C:14]1[C:6]([O:5][CH2:4][CH:3]([O:27][CH:28]([O:30][CH2:31][CH3:32])[CH3:29])[CH2:2][Br:1])=[CH:7][CH:8]=[C:9]2[C:13]=1[N:12]([CH2:16][C@@H:17]([O:19][Si:20]([C:23]([CH3:26])([CH3:25])[CH3:24])([CH3:21])[CH3:22])[CH3:18])[N:11]=[CH:10]2. The yield is 0.810. The reactants are [Br:1][CH2:2][CH:3]([OH:27])[CH2:4][O:5][C:6]1[C:14]([Br:15])=[C:13]2[C:9]([CH:10]=[N:11][N:12]2[CH2:16][C@@H:17]([O:19][Si:20]([C:23]([CH3:26])([CH3:25])[CH3:24])([CH3:22])[CH3:21])[CH3:18])=[CH:8][CH:7]=1.[CH:28]([O:30][CH2:31][CH3:32])=[CH2:29]. The catalyst is ClCCl.C1(C)C=CC(S(O)(=O)=O)=CC=1. (7) The reactants are [Cl:1][C:2]1[C:3]([O:17][CH3:18])=[CH:4][CH:5]=[C:6]2[C:11]=1[N:10]=[C:9]([C:12]([O:14]C)=[O:13])[CH:8]=[C:7]2[OH:16].CO.C1COCC1.[Li+].[OH-]. The catalyst is O. The product is [Cl:1][C:2]1[C:3]([O:17][CH3:18])=[CH:4][CH:5]=[C:6]2[C:11]=1[N:10]=[C:9]([C:12]([OH:14])=[O:13])[CH:8]=[C:7]2[OH:16]. The yield is 0.996.